This data is from Catalyst prediction with 721,799 reactions and 888 catalyst types from USPTO. The task is: Predict which catalyst facilitates the given reaction. Reactant: [CH2:1]([C:13]1[C:21]2[S:22][CH:23]=[CH:24][C:20]=2[C:19]([CH2:25][CH2:26][CH2:27][CH2:28][CH2:29][CH2:30][CH2:31][CH2:32][CH2:33][CH2:34][CH2:35][CH3:36])=[C:15]2[S:16][CH:17]=[CH:18][C:14]=12)[CH2:2][CH2:3][CH2:4][CH2:5][CH2:6][CH2:7][CH2:8][CH2:9][CH2:10][CH2:11][CH3:12].C([Li])CCC.[CH3:42][Sn:43](Cl)([CH3:45])[CH3:44].O. Product: [CH2:1]([C:13]1[C:21]2[S:22][C:23]([Sn:43]([CH3:45])([CH3:44])[CH3:42])=[CH:24][C:20]=2[C:19]([CH2:25][CH2:26][CH2:27][CH2:28][CH2:29][CH2:30][CH2:31][CH2:32][CH2:33][CH2:34][CH2:35][CH3:36])=[C:15]2[S:16][C:17]([Sn:43]([CH3:45])([CH3:44])[CH3:42])=[CH:18][C:14]=12)[CH2:2][CH2:3][CH2:4][CH2:5][CH2:6][CH2:7][CH2:8][CH2:9][CH2:10][CH2:11][CH3:12]. The catalyst class is: 7.